Dataset: Forward reaction prediction with 1.9M reactions from USPTO patents (1976-2016). Task: Predict the product of the given reaction. (1) Given the reactants [Cl:1][C:2]1[CH:10]=[C:9]([C:11]([NH:13][C@H:14]([C:16]2[NH:20][C:19]3[CH:21]=[CH:22][C:23]([Cl:25])=[CH:24][C:18]=3[N:17]=2)[CH3:15])=[O:12])[CH:8]=[CH:7][C:3]=1[C:4]([OH:6])=O.CN(C(ON1N=NC2C=CC=CC1=2)=[N+](C)C)C.[B-](F)(F)(F)F.C(N(C(C)C)CC)(C)C.[NH:57]1[CH2:61][CH2:60][CH2:59][C@@H:58]1[CH2:62][N:63]1[CH:67]=[CH:66][N:65]=[CH:64]1.ClCl, predict the reaction product. The product is: [Cl:1][C:2]1[CH:10]=[C:9]([CH:8]=[CH:7][C:3]=1[C:4]([N:57]1[CH2:61][CH2:60][CH2:59][C@@H:58]1[CH2:62][N:63]1[CH:67]=[CH:66][N:65]=[CH:64]1)=[O:6])[C:11]([NH:13][C@H:14]([C:16]1[NH:20][C:19]2[CH:21]=[CH:22][C:23]([Cl:25])=[CH:24][C:18]=2[N:17]=1)[CH3:15])=[O:12]. (2) Given the reactants [OH:1][C@H:2]([C@@:10]1([CH3:26])[O:15][CH2:14][CH2:13][N:12](CC2C=CC(OC)=CC=2)[C:11]1=[O:25])[C:3]([O:5][C:6]([CH3:9])([CH3:8])[CH3:7])=[O:4].C(=O)(O)[O-], predict the reaction product. The product is: [OH:1][C@H:2]([C@@:10]1([CH3:26])[O:15][CH2:14][CH2:13][NH:12][C:11]1=[O:25])[C:3]([O:5][C:6]([CH3:9])([CH3:7])[CH3:8])=[O:4]. (3) Given the reactants [Cl:1][C:2]1[CH:7]=[CH:6][C:5]([C:8](=O)[CH2:9][CH3:10])=[CH:4][C:3]=1[CH3:12].[Br:13][C:14]1[CH:15]=[C:16]([CH:18]=[CH:19][C:20]=1[CH3:21])[NH2:17].[B][B][B][B][B][B][B][B][B][B], predict the reaction product. The product is: [Br:13][C:14]1[CH:15]=[C:16]([NH:17][CH:8]([C:5]2[CH:6]=[CH:7][C:2]([Cl:1])=[C:3]([CH3:12])[CH:4]=2)[CH2:9][CH3:10])[CH:18]=[CH:19][C:20]=1[CH3:21]. (4) Given the reactants [CH3:1][O:2][C:3]1[CH:44]=[C:43]([O:45][CH3:46])[CH:42]=[CH:41][C:4]=1[CH2:5][NH:6][CH2:7][C:8]1[CH:13]=[CH:12][N:11]=[C:10]2[N:14]([S:31]([C:34]3[CH:39]=[CH:38][C:37]([CH3:40])=[CH:36][CH:35]=3)(=[O:33])=[O:32])[C:15]([C:17]3[C:25]4[C:20](=[CH:21][C:22]([O:28][CH3:29])=[C:23]([O:26][CH3:27])[CH:24]=4)[N:19]([CH3:30])[CH:18]=3)=[CH:16][C:9]=12.[S:47]1[CH:51]=[CH:50][CH:49]=[C:48]1[S:52](Cl)(=[O:54])=[O:53], predict the reaction product. The product is: [CH3:1][O:2][C:3]1[CH:44]=[C:43]([O:45][CH3:46])[CH:42]=[CH:41][C:4]=1[CH2:5][N:6]([CH2:7][C:8]1[CH:13]=[CH:12][N:11]=[C:10]2[N:14]([S:31]([C:34]3[CH:35]=[CH:36][C:37]([CH3:40])=[CH:38][CH:39]=3)(=[O:33])=[O:32])[C:15]([C:17]3[C:25]4[C:20](=[CH:21][C:22]([O:28][CH3:29])=[C:23]([O:26][CH3:27])[CH:24]=4)[N:19]([CH3:30])[CH:18]=3)=[CH:16][C:9]=12)[S:52]([C:48]1[S:47][CH:51]=[CH:50][CH:49]=1)(=[O:54])=[O:53]. (5) Given the reactants [Cl:1][C:2]1[CH:3]=[C:4](/[CH:21]=[CH:22]/[C:23](O)=[O:24])[CH:5]=[N:6][C:7]=1[NH:8][C@@H:9]1[CH2:13][CH2:12][N:11]([CH2:14][CH:15]2[CH2:20][CH2:19][CH2:18][CH2:17][CH2:16]2)[CH2:10]1.[O:26]1[CH2:31][CH2:30][CH2:29][CH2:28][CH:27]1[O:32][NH2:33].CCN=C=NCCCN(C)C.C(OCC)(C)=O.O, predict the reaction product. The product is: [Cl:1][C:2]1[CH:3]=[C:4](/[CH:21]=[CH:22]/[C:23]([NH:33][O:32][CH:27]2[CH2:28][CH2:29][CH2:30][CH2:31][O:26]2)=[O:24])[CH:5]=[N:6][C:7]=1[NH:8][C@@H:9]1[CH2:13][CH2:12][N:11]([CH2:14][CH:15]2[CH2:20][CH2:19][CH2:18][CH2:17][CH2:16]2)[CH2:10]1. (6) Given the reactants [N+:1]([C:4]1[CH:5]=[C:6]([NH:10][C:11]2[N:18]=[CH:17][CH:16]=[CH:15][C:12]=2[CH:13]=O)[CH:7]=[CH:8][CH:9]=1)([O-:3])=[O:2].[N:19]1[CH:24]=[CH:23][CH:22]=[C:21]([CH2:25][CH2:26][C:27](OCC)=[O:28])[CH:20]=1.[Li+].CC([N-]C(C)C)C, predict the reaction product. The product is: [N+:1]([C:4]1[CH:5]=[C:6]([N:10]2[C:11]3[C:12](=[CH:15][CH:16]=[CH:17][N:18]=3)[CH:13]=[C:26]([CH2:25][C:21]3[CH:20]=[N:19][CH:24]=[CH:23][CH:22]=3)[C:27]2=[O:28])[CH:7]=[CH:8][CH:9]=1)([O-:3])=[O:2].